This data is from Catalyst prediction with 721,799 reactions and 888 catalyst types from USPTO. The task is: Predict which catalyst facilitates the given reaction. (1) Reactant: C([NH:4][C:5]1[N:9]([CH2:10][C:11](OCC)=[O:12])[N:8]=[C:7]([C:16]2[CH:21]=[CH:20][CH:19]=[CH:18][CH:17]=2)[C:6]=1[C:22]#[C:23][C:24]1[CH:29]=[CH:28][CH:27]=[CH:26][CH:25]=1)(=O)C.[BH4-].[Na+]. Product: [NH2:4][C:5]1[N:9]([CH2:10][CH2:11][OH:12])[N:8]=[C:7]([C:16]2[CH:21]=[CH:20][CH:19]=[CH:18][CH:17]=2)[C:6]=1[C:22]#[C:23][C:24]1[CH:29]=[CH:28][CH:27]=[CH:26][CH:25]=1. The catalyst class is: 8. (2) Reactant: Cl[C:2]1[C:3]2[N:4]([CH:10]=[CH:11][CH:12]=2)[N:5]=[CH:6][C:7]=1[C:8]#[N:9].[CH2:13]([N:20]1[CH2:25][CH2:24][CH:23]([CH3:26])[CH:22]([NH2:27])[CH2:21]1)[C:14]1[CH:19]=[CH:18][CH:17]=[CH:16][CH:15]=1.C(N(C(C)C)CC)(C)C. Product: [CH2:13]([N:20]1[CH2:25][CH2:24][CH:23]([CH3:26])[CH:22]([NH:27][C:2]2[C:3]3[N:4]([CH:10]=[CH:11][CH:12]=3)[N:5]=[CH:6][C:7]=2[C:8]#[N:9])[CH2:21]1)[C:14]1[CH:15]=[CH:16][CH:17]=[CH:18][CH:19]=1. The catalyst class is: 31. (3) Reactant: CN.[CH2:3]([N:5](CC)CC)C.[I:10][C:11]1[CH:19]=[CH:18][C:14]([C:15](Cl)=[O:16])=[CH:13][C:12]=1[O:20][CH3:21].O. Product: [I:10][C:11]1[CH:19]=[CH:18][C:14]([C:15]([NH:5][CH3:3])=[O:16])=[CH:13][C:12]=1[O:20][CH3:21]. The catalyst class is: 4. (4) Reactant: [CH3:1][C:2]1([CH3:16])[C:6]([CH3:8])([CH3:7])[O:5][B:4]([C:9]2[CH:14]=[CH:13][CH:12]=[CH:11][C:10]=2[OH:15])[O:3]1.Cl.[N:18]1[CH:23]=[CH:22][C:21]([CH2:24]Cl)=[CH:20][CH:19]=1.C([O-])([O-])=O.[K+].[K+].O. Product: [N:18]1[CH:23]=[CH:22][C:21]([CH2:24][O:15][C:10]2[CH:11]=[CH:12][CH:13]=[CH:14][C:9]=2[B:4]2[O:3][C:2]([CH3:16])([CH3:1])[C:6]([CH3:7])([CH3:8])[O:5]2)=[CH:20][CH:19]=1. The catalyst class is: 31. (5) Reactant: Cl[C:2]1[CH:7]=[CH:6][C:5]([Cl:8])=[CH:4][N:3]=1.C(=O)([O-])[O-].[K+].[K+].[NH:15]1[CH2:20][CH2:19][NH:18][CH2:17][CH2:16]1.C(OCC)(=O)C. Product: [Cl:8][C:5]1[CH:6]=[CH:7][C:2]([N:15]2[CH2:20][CH2:19][NH:18][CH2:17][CH2:16]2)=[N:3][CH:4]=1. The catalyst class is: 9. (6) Reactant: Cl[C:2]1[N:7]=[N:6][C:5]([C:8]2[C:16]3[C:11](=[N:12][CH:13]=[CH:14][CH:15]=3)[N:10]([CH2:17][C:18]3[CH:23]=[CH:22][CH:21]=[CH:20][C:19]=3[F:24])[N:9]=2)=[N:4][C:3]=1[NH2:25].[CH3:26][C:27]1[C:32](B(O)O)=[CH:31][CH:30]=[CH:29][N:28]=1.C(=O)([O-])[O-].[K+].[K+].C1(P(C2CCCCC2)C2CCCCC2)CCCCC1. Product: [F:24][C:19]1[CH:20]=[CH:21][CH:22]=[CH:23][C:18]=1[CH2:17][N:10]1[C:11]2=[N:12][CH:13]=[CH:14][CH:15]=[C:16]2[C:8]([C:5]2[N:6]=[N:7][C:2]([C:32]3[C:27]([CH3:26])=[N:28][CH:29]=[CH:30][CH:31]=3)=[C:3]([NH2:25])[N:4]=2)=[N:9]1. The catalyst class is: 75. (7) Reactant: [CH2:1]([N:3]([CH2:18][CH3:19])[CH2:4][CH2:5][CH2:6][CH2:7][O:8][C:9]1[CH:10]=[C:11]2[C:15](=[CH:16][CH:17]=1)[NH:14][CH:13]=[CH:12]2)[CH3:2].[Br:20][C:21]1[CH:28]=[CH:27][C:24]([CH2:25]Br)=[CH:23][CH:22]=1.CCOCC.O. Product: [Br:20][C:21]1[CH:28]=[CH:27][C:24]([CH2:25][N:14]2[C:15]3[C:11](=[CH:10][C:9]([O:8][CH2:7][CH2:6][CH2:5][CH2:4][N:3]([CH2:1][CH3:2])[CH2:18][CH3:19])=[CH:17][CH:16]=3)[CH:12]=[CH:13]2)=[CH:23][CH:22]=1. The catalyst class is: 3. (8) Reactant: Br[C:2]1[CH:3]=[CH:4][C:5]([Cl:8])=[N:6][CH:7]=1.[CH:9]([C:12]1[CH:13]=[C:14](B(O)O)[CH:15]=[CH:16][CH:17]=1)([CH3:11])[CH3:10].O.C(=O)([O-])[O-].[K+].[K+]. The catalyst class is: 109. Product: [Cl:8][C:5]1[CH:4]=[CH:3][C:2]([C:16]2[CH:15]=[CH:14][CH:13]=[C:12]([CH:9]([CH3:11])[CH3:10])[CH:17]=2)=[CH:7][N:6]=1. (9) The catalyst class is: 4. Product: [N:39]1([CH:17]2[CH2:18][CH2:19][N:14]([C:12]([NH:11][C:7]3[CH:6]=[C:5]([O:4][C:3]4[CH:21]=[CH:22][C:23]([NH:25][C:26]([NH:28][C:29](=[O:37])[CH2:30][C:31]5[CH:36]=[CH:35][CH:34]=[CH:33][CH:32]=5)=[S:27])=[CH:24][C:2]=4[F:1])[CH:10]=[CH:9][N:8]=3)=[O:13])[CH2:15][CH2:16]2)[CH2:42][CH2:41][CH2:40]1. Reactant: [F:1][C:2]1[CH:24]=[C:23]([NH:25][C:26]([NH:28][C:29](=[O:37])[CH2:30][C:31]2[CH:36]=[CH:35][CH:34]=[CH:33][CH:32]=2)=[S:27])[CH:22]=[CH:21][C:3]=1[O:4][C:5]1[CH:10]=[CH:9][N:8]=[C:7]([NH:11][C:12]([N:14]2[CH2:19][CH2:18][C:17](=O)[CH2:16][CH2:15]2)=[O:13])[CH:6]=1.Cl.[NH:39]1[CH2:42][CH2:41][CH2:40]1.C(O[BH-](OC(=O)C)OC(=O)C)(=O)C.[Na+]. (10) Reactant: Br[C:2]1[CH:7]=[CH:6][C:5]([O:8][CH3:9])=[C:4]([CH3:10])[CH:3]=1.[CH2:11]1COC[CH2:12]1.[CH2:16]([Li])[CH2:17][CH2:18][CH3:19].[N:21]([C:30]([O:32]C(C)(C)C)=[O:31])=[N:22][C:23]([O:25][C:26]([CH3:29])(C)C)=[O:24]. Product: [CH3:9][O:8][C:5]1[CH:6]=[CH:7][C:2]([N:22]([C:23]([O:25][CH2:26][CH2:29][CH2:11][CH3:12])=[O:24])[NH:21][C:30]([O:32][CH2:16][CH2:17][CH2:18][CH3:19])=[O:31])=[CH:3][C:4]=1[CH3:10]. The catalyst class is: 805.